Dataset: Reaction yield outcomes from USPTO patents with 853,638 reactions. Task: Predict the reaction yield, written as a fraction of the theoretical maximum amount of product (1.0 means a 100% yield; for example, 0.34 means a 34% yield). (1) The reactants are [Cl-].[Cl-].[Cl-].[Al+3].[Cl-].[Na+].C([O:11][C:12]1[CH:17]=[CH:16][C:15]([Br:18])=[CH:14][CH:13]=1)(=O)C=C. The catalyst is O. The product is [Br:18][C:15]1[CH:14]=[CH:13][C:12]([OH:11])=[C:17]2[C:16]=1[CH2:14][CH2:13][C:12]2=[O:11]. The yield is 0.360. (2) The reactants are C[O:2][C:3](=O)[C:4]1[CH:9]=[CH:8][C:7]([Cl:10])=[CH:6][C:5]=1[NH:11][C:12]1[CH:17]=[CH:16][C:15]([C:18]([O:20][CH3:21])=[O:19])=[CH:14][C:13]=1[NH2:22]. The catalyst is Cl.CO. The product is [Cl:10][C:7]1[CH:8]=[CH:9][C:4]2[C:3](=[O:2])[NH:22][C:13]3[CH:14]=[C:15]([C:18]([O:20][CH3:21])=[O:19])[CH:16]=[CH:17][C:12]=3[NH:11][C:5]=2[CH:6]=1. The yield is 0.870. (3) The reactants are [H-].[Na+].C(O[C:6](=O)[CH2:7][C:8]#[N:9])C.[Cl:11][C:12]1[CH:17]=[C:16]([N+:18]([O-:20])=[O:19])[CH:15]=[C:14]([Cl:21])C=1Cl.[Li+].[Cl-]. The catalyst is CS(C)=O.CS(C)=O.O. The product is [Cl:11][C:12]1[CH:17]=[C:16]([N+:18]([O-:20])=[O:19])[CH:15]=[C:14]([Cl:21])[C:6]=1[CH2:7][C:8]#[N:9]. The yield is 0.980.